From a dataset of Forward reaction prediction with 1.9M reactions from USPTO patents (1976-2016). Predict the product of the given reaction. (1) Given the reactants [C:1]([C:5]1[CH:9]=[C:8]([CH2:10][CH2:11][C:12]2[CH:17]=[CH:16][CH:15]=[CH:14][CH:13]=2)[NH:7][N:6]=1)([CH3:4])([CH3:3])[CH3:2].[H-].[Na+].Br[CH2:21][C:22]1[CH:31]=[CH:30][C:25]([C:26]([O:28][CH3:29])=[O:27])=[CH:24][CH:23]=1.Cl, predict the reaction product. The product is: [C:1]([C:5]1[CH:9]=[C:8]([CH2:10][CH2:11][C:12]2[CH:13]=[CH:14][CH:15]=[CH:16][CH:17]=2)[N:7]([CH2:21][C:22]2[CH:31]=[CH:30][C:25]([C:26]([O:28][CH3:29])=[O:27])=[CH:24][CH:23]=2)[N:6]=1)([CH3:4])([CH3:2])[CH3:3]. (2) Given the reactants [OH:1][CH2:2][C:3]1[CH:8]=[C:7]([O:9][C:10]([F:13])([F:12])[F:11])[CH:6]=[CH:5][C:4]=1[NH:14]C(=O)OC(C)(C)C.Cl, predict the reaction product. The product is: [NH2:14][C:4]1[CH:5]=[CH:6][C:7]([O:9][C:10]([F:11])([F:12])[F:13])=[CH:8][C:3]=1[CH2:2][OH:1]. (3) Given the reactants [Cl:1][C:2]1[CH:3]=[C:4]([CH:21]=[C:22]([Cl:25])[C:23]=1[Cl:24])[CH2:5][N:6]1[CH:10]=[C:9]([C:11]2[S:12][C:13]([C:16]3[NH:20][N:19]=[N:18][N:17]=3)=[CH:14][N:15]=2)[N:8]=[N:7]1.Br[CH2:27][C:28]([O:30][CH2:31][CH3:32])=[O:29].CCN(CC)CC, predict the reaction product. The product is: [Cl:1][C:2]1[CH:3]=[C:4]([CH:21]=[C:22]([Cl:25])[C:23]=1[Cl:24])[CH2:5][N:6]1[CH:10]=[C:9]([C:11]2[S:12][C:13]([C:16]3[N:17]=[N:18][N:19]([CH2:27][C:28]([O:30][CH2:31][CH3:32])=[O:29])[N:20]=3)=[CH:14][N:15]=2)[N:8]=[N:7]1. (4) Given the reactants [NH2:1][CH2:2][CH2:3][N:4]([CH3:23])[CH2:5][C@H:6]1[O:10][C@@H:9]([N:11]2[C:20]3[N:19]=[CH:18][N:17]=[C:15]([NH2:16])[C:14]=3[N:13]=[CH:12]2)[C@H:8]([OH:21])[C@@H:7]1[OH:22].[N:24]1([C:29](N)=[NH:30])C=CC=N1.CCN(C(C)C)C(C)C, predict the reaction product. The product is: [NH:1]([CH2:2][CH2:3][N:4]([CH3:23])[CH2:5][C@H:6]1[O:10][C@@H:9]([N:11]2[C:20]3[N:19]=[CH:18][N:17]=[C:15]([NH2:16])[C:14]=3[N:13]=[CH:12]2)[C@H:8]([OH:21])[C@@H:7]1[OH:22])[C:29]([NH2:30])=[NH:24]. (5) Given the reactants [CH3:1][NH2:2].S(C1C=CC(C)=CC=1)(O[CH2:7][CH2:8][CH2:9][CH2:10][CH2:11][CH2:12][CH2:13][C:14]([F:20])([F:19])[C:15]([F:18])([F:17])[F:16])(=O)=O, predict the reaction product. The product is: [CH3:1][NH:2][CH2:7][CH2:8][CH2:9][CH2:10][CH2:11][CH2:12][CH2:13][C:14]([F:20])([F:19])[C:15]([F:18])([F:17])[F:16]. (6) The product is: [CH3:37][C:38]1[CH:45]=[C:44]([CH3:46])[CH:43]=[CH:42][C:39]=1[CH2:40][NH:41][C:3]([C:5]1[N:14]2[C:8]([CH2:9][N:10]([C:19]([C:21]3[CH:26]=[CH:25][C:24]([C:27]4[CH:32]=[CH:31][CH:30]=[CH:29][C:28]=4[CH3:33])=[C:23]([CH3:34])[CH:22]=3)=[O:20])[C:11]3[CH:18]=[CH:17][CH:16]=[CH:15][C:12]=3[CH2:13]2)=[CH:7][CH:6]=1)=[O:4]. Given the reactants ClC(Cl)(Cl)[C:3]([C:5]1[N:14]2[C:8]([CH2:9][N:10]([C:19]([C:21]3[CH:26]=[CH:25][C:24]([C:27]4[CH:32]=[CH:31][CH:30]=[CH:29][C:28]=4[CH3:33])=[C:23]([CH3:34])[CH:22]=3)=[O:20])[C:11]3[CH:18]=[CH:17][CH:16]=[CH:15][C:12]=3[CH2:13]2)=[CH:7][CH:6]=1)=[O:4].[CH3:37][C:38]1[CH:45]=[C:44]([CH3:46])[CH:43]=[CH:42][C:39]=1[CH2:40][NH2:41], predict the reaction product.